From a dataset of Reaction yield outcomes from USPTO patents with 853,638 reactions. Predict the reaction yield, written as a fraction of the theoretical maximum amount of product (1.0 means a 100% yield; for example, 0.34 means a 34% yield). The reactants are [CH:1]1([NH2:4])[CH2:3][CH2:2]1.Br[CH:6]([C:12]([O:14][CH2:15][CH3:16])=[O:13])[C:7]([O:9][CH2:10][CH3:11])=[O:8]. The catalyst is C(#N)C. The product is [CH2:10]([O:9][C:7](=[O:8])[CH:6]([NH:4][CH:1]1[CH2:3][CH2:2]1)[C:12]([O:14][CH2:15][CH3:16])=[O:13])[CH3:11]. The yield is 0.630.